From a dataset of NCI-60 drug combinations with 297,098 pairs across 59 cell lines. Regression. Given two drug SMILES strings and cell line genomic features, predict the synergy score measuring deviation from expected non-interaction effect. (1) Drug 1: CCC1=C2CN3C(=CC4=C(C3=O)COC(=O)C4(CC)O)C2=NC5=C1C=C(C=C5)O. Drug 2: C1C(C(OC1N2C=NC(=NC2=O)N)CO)O. Cell line: SNB-75. Synergy scores: CSS=13.3, Synergy_ZIP=0.438, Synergy_Bliss=4.94, Synergy_Loewe=-4.11, Synergy_HSA=1.32. (2) Drug 1: CCCCCOC(=O)NC1=NC(=O)N(C=C1F)C2C(C(C(O2)C)O)O. Drug 2: C1C(C(OC1N2C=NC3=C2NC=NCC3O)CO)O. Cell line: RXF 393. Synergy scores: CSS=-0.756, Synergy_ZIP=2.73, Synergy_Bliss=3.94, Synergy_Loewe=1.03, Synergy_HSA=-0.245. (3) Drug 1: CS(=O)(=O)CCNCC1=CC=C(O1)C2=CC3=C(C=C2)N=CN=C3NC4=CC(=C(C=C4)OCC5=CC(=CC=C5)F)Cl. Drug 2: CN(C(=O)NC(C=O)C(C(C(CO)O)O)O)N=O. Cell line: SNB-19. Synergy scores: CSS=2.56, Synergy_ZIP=-0.922, Synergy_Bliss=1.66, Synergy_Loewe=-1.25, Synergy_HSA=-0.487. (4) Drug 1: C1=CC(=CC=C1C#N)C(C2=CC=C(C=C2)C#N)N3C=NC=N3. Drug 2: CCC1=C2CN3C(=CC4=C(C3=O)COC(=O)C4(CC)O)C2=NC5=C1C=C(C=C5)O. Cell line: ACHN. Synergy scores: CSS=43.1, Synergy_ZIP=2.39, Synergy_Bliss=-0.244, Synergy_Loewe=-60.6, Synergy_HSA=-2.13. (5) Drug 1: CCCS(=O)(=O)NC1=C(C(=C(C=C1)F)C(=O)C2=CNC3=C2C=C(C=N3)C4=CC=C(C=C4)Cl)F. Drug 2: C1=CN(C(=O)N=C1N)C2C(C(C(O2)CO)O)O.Cl. Cell line: HS 578T. Synergy scores: CSS=10.6, Synergy_ZIP=-2.35, Synergy_Bliss=3.21, Synergy_Loewe=-20.7, Synergy_HSA=-2.41. (6) Drug 1: C1CCC(CC1)NC(=O)N(CCCl)N=O. Drug 2: C#CCC(CC1=CN=C2C(=N1)C(=NC(=N2)N)N)C3=CC=C(C=C3)C(=O)NC(CCC(=O)O)C(=O)O. Cell line: HL-60(TB). Synergy scores: CSS=34.0, Synergy_ZIP=-6.30, Synergy_Bliss=-16.2, Synergy_Loewe=-24.9, Synergy_HSA=-12.8. (7) Drug 1: CN(C)C1=NC(=NC(=N1)N(C)C)N(C)C. Drug 2: CC1C(C(CC(O1)OC2CC(CC3=C2C(=C4C(=C3O)C(=O)C5=CC=CC=C5C4=O)O)(C(=O)C)O)N)O. Cell line: HOP-92. Synergy scores: CSS=47.8, Synergy_ZIP=-0.267, Synergy_Bliss=-0.367, Synergy_Loewe=-15.1, Synergy_HSA=5.09. (8) Drug 1: CC1C(C(CC(O1)OC2CC(CC3=C2C(=C4C(=C3O)C(=O)C5=C(C4=O)C(=CC=C5)OC)O)(C(=O)CO)O)N)O.Cl. Drug 2: CC1C(C(CC(O1)OC2CC(CC3=C2C(=C4C(=C3O)C(=O)C5=CC=CC=C5C4=O)O)(C(=O)C)O)N)O. Cell line: SK-MEL-5. Synergy scores: CSS=81.8, Synergy_ZIP=-4.74, Synergy_Bliss=-0.836, Synergy_Loewe=0.517, Synergy_HSA=2.15. (9) Drug 1: COC1=C(C=C2C(=C1)N=CN=C2NC3=CC(=C(C=C3)F)Cl)OCCCN4CCOCC4. Drug 2: C1=CN(C(=O)N=C1N)C2C(C(C(O2)CO)O)O.Cl. Cell line: UACC62. Synergy scores: CSS=21.8, Synergy_ZIP=-8.24, Synergy_Bliss=-6.60, Synergy_Loewe=-4.85, Synergy_HSA=-2.78.